From a dataset of Peptide-MHC class II binding affinity with 134,281 pairs from IEDB. Regression. Given a peptide amino acid sequence and an MHC pseudo amino acid sequence, predict their binding affinity value. This is MHC class II binding data. (1) The MHC is HLA-DPA10301-DPB10402 with pseudo-sequence HLA-DPA10301-DPB10402. The peptide sequence is PARLFKAFVLDSDNL. The binding affinity (normalized) is 0.582. (2) The peptide sequence is AFKVAYTAANAAPAN. The MHC is DRB1_0901 with pseudo-sequence DRB1_0901. The binding affinity (normalized) is 0.779. (3) The peptide sequence is TRRKLLLIFDALILL. The MHC is DRB1_1501 with pseudo-sequence DRB1_1501. The binding affinity (normalized) is 0.0901. (4) The peptide sequence is KLNKFVSPKSVVGNF. The MHC is DRB1_0401 with pseudo-sequence DRB1_0401. The binding affinity (normalized) is 0.632. (5) The peptide sequence is GSDPKKLVLDIKYTR. The MHC is DRB1_1201 with pseudo-sequence DRB1_1201. The binding affinity (normalized) is 0.241. (6) The peptide sequence is EYIRIDAKVVPKSKIDTKIQ. The MHC is DRB1_0401 with pseudo-sequence DRB1_0401. The binding affinity (normalized) is 0.750. (7) The binding affinity (normalized) is 0.534. The MHC is DRB1_1602 with pseudo-sequence DRB1_1602. The peptide sequence is EKKYFANTQFEPLAA.